Dataset: Reaction yield outcomes from USPTO patents with 853,638 reactions. Task: Predict the reaction yield, written as a fraction of the theoretical maximum amount of product (1.0 means a 100% yield; for example, 0.34 means a 34% yield). (1) The reactants are [OH:1][C:2]1[CH:9]=[C:8]([O:10][CH3:11])[CH:7]=[CH:6][C:3]=1[CH:4]=[O:5].[Br:12]Br. The catalyst is C(Cl)Cl. The product is [Br:12][C:7]1[C:8]([O:10][CH3:11])=[CH:9][C:2]([OH:1])=[C:3]([CH:6]=1)[CH:4]=[O:5]. The yield is 0.570. (2) The reactants are [N+:1]([C:4]1[CH:9]=[CH:8][C:7]([C:10]2[CH:15]=[CH:14][N:13]=[C:12]([C:16]3[CH:21]=[CH:20][C:19]([C:22]([F:25])([F:24])[F:23])=[CH:18][CH:17]=3)[N:11]=2)=[CH:6][CH:5]=1)([O-])=O.[Na].O.O.Cl.FC(F)(F)C1C=CC(C(N)=N)=CC=1. The catalyst is CCO.C(Cl)(Cl)Cl.CCOC(C)=O. The product is [F:25][C:22]([F:23])([F:24])[C:19]1[CH:18]=[CH:17][C:16]([C:12]2[N:11]=[C:10]([C:7]3[CH:8]=[CH:9][C:4]([NH2:1])=[CH:5][CH:6]=3)[CH:15]=[CH:14][N:13]=2)=[CH:21][CH:20]=1. The yield is 0.910. (3) The reactants are [NH2:1][C:2]1[CH:7]=[C:6]([Cl:8])[C:5]([OH:9])=[C:4]([Cl:10])[CH:3]=1.[Cl:11][C:12]1[CH:17]=[C:16]([C:18]([F:21])([F:20])[F:19])[CH:15]=[CH:14][C:13]=1[S:22](Cl)(=[O:24])=[O:23]. The catalyst is C1COCC1. The product is [Cl:11][C:12]1[CH:17]=[C:16]([C:18]([F:20])([F:19])[F:21])[CH:15]=[CH:14][C:13]=1[S:22]([NH:1][C:2]1[CH:7]=[C:6]([Cl:8])[C:5]([OH:9])=[C:4]([Cl:10])[CH:3]=1)(=[O:24])=[O:23]. The yield is 0.900. (4) The reactants are Cl[C:2]1[CH:3]=[C:4]([C:9]2[N:13]3[CH:14]=[CH:15][C:16]([C:19]([OH:22])([CH3:21])[CH3:20])=[C:17]([F:18])[C:12]3=[N:11][CH:10]=2)[CH:5]=[CH:6][C:7]=1[F:8].[CH:23]1[C:32]2[CH:31]=[CH:30][CH:29]=[C:28](B(O)O)[C:27]=2[CH:26]=[CH:25][N:24]=1. No catalyst specified. The product is [F:18][C:17]1[C:12]2[N:13]([C:9]([C:4]3[CH:5]=[CH:6][C:7]([F:8])=[C:2]([C:28]4[CH:29]=[CH:30][CH:31]=[C:32]5[C:27]=4[CH:26]=[CH:25][N:24]=[CH:23]5)[CH:3]=3)=[CH:10][N:11]=2)[CH:14]=[CH:15][C:16]=1[C:19]([OH:22])([CH3:21])[CH3:20]. The yield is 0.0500.